Task: Predict the product of the given reaction.. Dataset: Forward reaction prediction with 1.9M reactions from USPTO patents (1976-2016) (1) The product is: [Cl:22][C:23]1[C:28]([Cl:29])=[CH:27][CH:26]=[CH:25][C:24]=1[N:30]1[CH2:35][CH2:34][N:33]([CH2:2][CH2:3][CH2:4][CH2:5][O:6][C:7]2[CH:8]=[CH:9][C:10]3[C:16]([CH3:18])([CH3:17])[CH2:15][CH2:14][C:13](=[O:19])[NH:12][C:11]=3[CH:20]=2)[CH2:32][CH2:31]1. Given the reactants Br[CH2:2][CH2:3][CH2:4][CH2:5][O:6][C:7]1[CH:8]=[CH:9][C:10]2[C:16]([CH3:18])([CH3:17])[CH2:15][CH2:14][C:13](=[O:19])[NH:12][C:11]=2[CH:20]=1.Cl.[Cl:22][C:23]1[C:28]([Cl:29])=[CH:27][CH:26]=[CH:25][C:24]=1[N:30]1[CH2:35][CH2:34][NH:33][CH2:32][CH2:31]1.[I-].[Na+].C(=O)([O-])[O-].[K+].[K+], predict the reaction product. (2) The product is: [Br:22][C:23]1[CH:31]=[CH:30][CH:29]=[C:28]2[C:24]=1[C:25](=[CH:17][C:14]1[NH:13][C:9]3[CH2:10][CH2:11][CH2:12][N:6]([CH2:5][CH2:4][N:3]([CH2:20][CH3:21])[CH2:1][CH3:2])[C:7](=[O:19])[C:8]=3[C:15]=1[CH3:16])[C:26](=[O:32])[NH:27]2. Given the reactants [CH2:1]([N:3]([CH2:20][CH3:21])[CH2:4][CH2:5][N:6]1[CH2:12][CH2:11][CH2:10][C:9]2[NH:13][C:14]([CH:17]=O)=[C:15]([CH3:16])[C:8]=2[C:7]1=[O:19])[CH3:2].[Br:22][C:23]1[CH:31]=[CH:30][CH:29]=[C:28]2[C:24]=1[CH2:25][C:26](=[O:32])[NH:27]2, predict the reaction product. (3) Given the reactants [OH2:1].[Br:2]N1C(=O)CCC1=O.[CH3:10][C:11]1[CH:12]=[C:13]2[C:17](=[CH:18][CH:19]=1)[CH2:16][CH:15]=[CH:14]2, predict the reaction product. The product is: [Br:2][CH:15]1[CH2:16][C:17]2[C:13](=[CH:12][C:11]([CH3:10])=[CH:19][CH:18]=2)[CH:14]1[OH:1]. (4) Given the reactants [C:1]([C:4]1[N:5]=[C:6]2[C:12]3[CH:13]=[C:14]([C:18]#[C:19][C:20]([OH:23])([CH3:22])[CH3:21])[C:15]([F:17])=[CH:16][C:11]=3[O:10][CH2:9][CH2:8][N:7]2[C:24]=1[C:25]([OH:27])=O)(=[O:3])[NH2:2].[CH3:28][N:29]1[CH2:33][CH2:32][CH2:31][CH:30]1[CH2:34][NH2:35], predict the reaction product. The product is: [F:17][C:15]1[C:14]([C:18]#[C:19][C:20]([OH:23])([CH3:21])[CH3:22])=[CH:13][C:12]2[C:6]3[N:7]([C:24]([C:25]([NH:35][CH2:34][CH:30]4[CH2:31][CH2:32][CH2:33][N:29]4[CH3:28])=[O:27])=[C:4]([C:1]([NH2:2])=[O:3])[N:5]=3)[CH2:8][CH2:9][O:10][C:11]=2[CH:16]=1. (5) Given the reactants [N:1]1[C:10]2[C:5](=[CH:6][CH:7]=[CH:8][CH:9]=2)[CH:4]=[CH:3][C:2]=1[CH2:11][S:12]([C:14]1[CH:30]=[CH:29][C:17]([O:18][CH2:19][C:20]2[CH:28]=[CH:27][C:23]([C:24]([OH:26])=[O:25])=[CH:22][CH:21]=2)=[CH:16][CH:15]=1)=[O:13].C(O)(=[O:33])C.OO, predict the reaction product. The product is: [N:1]1[C:10]2[C:5](=[CH:6][CH:7]=[CH:8][CH:9]=2)[CH:4]=[CH:3][C:2]=1[CH2:11][S:12]([C:14]1[CH:30]=[CH:29][C:17]([O:18][CH2:19][C:20]2[CH:21]=[CH:22][C:23]([C:24]([OH:26])=[O:25])=[CH:27][CH:28]=2)=[CH:16][CH:15]=1)(=[O:33])=[O:13].